From a dataset of Forward reaction prediction with 1.9M reactions from USPTO patents (1976-2016). Predict the product of the given reaction. (1) Given the reactants [CH3:1][O:2][C:3]([C:5]1[N:6]([S:19]([C:22]2[C:27]([CH3:28])=[CH:26][C:25]([CH3:29])=[CH:24][C:23]=2[CH3:30])(=[O:21])=[O:20])[CH:7]=[C:8](B2OC(C)(C)C(C)(C)O2)[CH:9]=1)=[O:4].Cl[C:32]1[N:37]=[CH:36][N:35]=[C:34]([NH:38][C:39]2[CH:44]=[CH:43][CH:42]=[CH:41][CH:40]=2)[N:33]=1.C(=O)([O-])[O-].[Na+].[Na+].CO, predict the reaction product. The product is: [CH3:1][O:2][C:3]([C:5]1[N:6]([S:19]([C:22]2[C:27]([CH3:28])=[CH:26][C:25]([CH3:29])=[CH:24][C:23]=2[CH3:30])(=[O:20])=[O:21])[CH:7]=[C:8]([C:36]2[N:35]=[C:34]([NH:38][C:39]3[CH:44]=[CH:43][CH:42]=[CH:41][CH:40]=3)[N:33]=[CH:32][N:37]=2)[CH:9]=1)=[O:4]. (2) Given the reactants [CH3:1][N:2]([CH:11]1[CH2:16][CH2:15][NH:14][CH2:13][CH2:12]1)[CH2:3][CH2:4][C:5]1[CH:10]=[CH:9][N:8]=[CH:7][CH:6]=1.Cl[C:18]([O:20][C:21]1[CH:26]=[CH:25][C:24]([O:27][C:28]2[CH:33]=[CH:32][C:31]([C:34]([F:37])([F:36])[F:35])=[CH:30][N:29]=2)=[CH:23][CH:22]=1)=[O:19].C(NC(C)C)(C)C, predict the reaction product. The product is: [F:36][C:34]([F:35])([F:37])[C:31]1[CH:32]=[CH:33][C:28]([O:27][C:24]2[CH:25]=[CH:26][C:21]([O:20][C:18]([N:14]3[CH2:15][CH2:16][CH:11]([N:2]([CH3:1])[CH2:3][CH2:4][C:5]4[CH:6]=[CH:7][N:8]=[CH:9][CH:10]=4)[CH2:12][CH2:13]3)=[O:19])=[CH:22][CH:23]=2)=[N:29][CH:30]=1.